Task: Predict the reaction yield, written as a fraction of the theoretical maximum amount of product (1.0 means a 100% yield; for example, 0.34 means a 34% yield).. Dataset: Reaction yield outcomes from USPTO patents with 853,638 reactions (1) The reactants are [CH2:1]([O:3][C:4]([C:6]1[C:7]([O:24][CH3:25])=[C:8]2[N:13]([CH:14]=1)[N:12]=[CH:11][N:10]=[C:9]2NC1C=CC(C)=C(O)C=1)=[O:5])[CH3:2].[NH2:26][C:27]1[CH:28]=[CH:29][C:30]([O:33][CH3:34])=[N:31][CH:32]=1. The catalyst is CC#N. The product is [CH2:1]([O:3][C:4]([C:6]1[C:7]([O:24][CH3:25])=[C:8]2[N:13]([CH:14]=1)[N:12]=[CH:11][N:10]=[C:9]2[NH:26][C:27]1[CH:32]=[N:31][C:30]([O:33][CH3:34])=[CH:29][CH:28]=1)=[O:5])[CH3:2]. The yield is 0.360. (2) The reactants are [CH2:1]([C:8]1[C:12]2[C:13](=[O:29])[N:14]([C:21]3[CH:26]=[CH:25][CH:24]=[C:23]([C:27]#N)[CH:22]=3)[C:15]3[N:16]=[CH:17][CH:18]=[CH:19][C:20]=3[C:11]=2[NH:10][N:9]=1)[C:2]1[CH:7]=[CH:6][CH:5]=[CH:4][CH:3]=1.S(=O)(=O)(O)[OH:31].[OH2:35]. The yield is 0.580. The product is [CH2:1]([C:8]1[C:12]2[C:13](=[O:29])[N:14]([C:21]3[CH:26]=[CH:25][CH:24]=[C:23]([C:27]([OH:31])=[O:35])[CH:22]=3)[C:15]3[N:16]=[CH:17][CH:18]=[CH:19][C:20]=3[C:11]=2[NH:10][N:9]=1)[C:2]1[CH:3]=[CH:4][CH:5]=[CH:6][CH:7]=1. The catalyst is CS(C)=O. (3) The reactants are ClC(Cl)(O[C:5](=[O:11])OC(Cl)(Cl)Cl)Cl.[NH2:13][C:14]1[O:18][N:17]=[C:16]([C:19]([CH3:22])([CH3:21])[CH3:20])[C:15]=1[CH3:23].C(N(C(C)C)CC)(C)C.[NH2:33][C:34]1[CH:46]=[CH:45][C:44]2[C:43]3[C:38](=[CH:39][CH:40]=[CH:41][CH:42]=3)[CH2:37][C:36]=2[CH:35]=1. The catalyst is ClCCCl. The product is [C:19]([C:16]1[C:15]([CH3:23])=[C:14]([NH:13][C:5]([NH:33][C:34]2[CH:46]=[CH:45][C:44]3[C:43]4[C:38](=[CH:39][CH:40]=[CH:41][CH:42]=4)[CH2:37][C:36]=3[CH:35]=2)=[O:11])[O:18][N:17]=1)([CH3:20])([CH3:22])[CH3:21]. The yield is 0.140. (4) The yield is 0.595. The reactants are [N:1]1(C(OC(C)(C)C)=O)[CH2:6][CH2:5][N:4]([C:7]([O:9][C:10]2[CH:15]=[CH:14][C:13]([CH2:16][C@@H:17]3[C@@H:21]([CH2:22][C:23]4[CH:28]=[CH:27][C:26]([O:29][CH3:30])=[C:25]([O:31][CH3:32])[CH:24]=4)[CH2:20][O:19][C:18]3=[O:33])=[CH:12][C:11]=2[O:34][CH3:35])=[O:8])[CH2:3][CH2:2]1.C(O)(C(F)(F)F)=O. The catalyst is C(Cl)Cl. The product is [N:4]1([C:7]([O:9][C:10]2[CH:15]=[CH:14][C:13]([CH2:16][C@@H:17]3[C@@H:21]([CH2:22][C:23]4[CH:28]=[CH:27][C:26]([O:29][CH3:30])=[C:25]([O:31][CH3:32])[CH:24]=4)[CH2:20][O:19][C:18]3=[O:33])=[CH:12][C:11]=2[O:34][CH3:35])=[O:8])[CH2:5][CH2:6][NH:1][CH2:2][CH2:3]1. (5) The reactants are Br[C:2]1[CH:7]=[CH:6][C:5]([S:8]([CH3:11])(=[O:10])=[O:9])=[CH:4][C:3]=1[F:12].C(N(CC)CC)C.[C:20]([C:22]1[N:26]([CH:27]2[CH2:32][CH2:31][N:30]([C:33]([O:35][CH:36]([CH3:38])[CH3:37])=[O:34])[CH2:29][CH2:28]2)[N:25]=[CH:24][C:23]=1[C:39]#[CH:40])#[N:21]. The catalyst is CN(C)C=O.[Cu](I)I. The product is [C:20]([C:22]1[N:26]([CH:27]2[CH2:28][CH2:29][N:30]([C:33]([O:35][CH:36]([CH3:37])[CH3:38])=[O:34])[CH2:31][CH2:32]2)[N:25]=[CH:24][C:23]=1[C:39]#[C:40][C:2]1[CH:7]=[CH:6][C:5]([S:8]([CH3:11])(=[O:10])=[O:9])=[CH:4][C:3]=1[F:12])#[N:21]. The yield is 0.690. (6) The reactants are [F:1][C:2]1[CH:3]=[CH:4][C:5]([O:24][CH3:25])=[C:6]([C:8]([C:10]2[C:15]([F:16])=[C:14]([C:17]3[CH:18]=[N:19][CH:20]=[CH:21][C:22]=3[CH3:23])[CH:13]=[CH:12][N:11]=2)=O)[CH:7]=1.Cl.[NH2:27][OH:28]. The catalyst is N1C=CC=CC=1. The product is [F:1][C:2]1[CH:3]=[CH:4][C:5]([O:24][CH3:25])=[C:6](/[C:8](/[C:10]2[C:15]([F:16])=[C:14]([C:17]3[CH:18]=[N:19][CH:20]=[CH:21][C:22]=3[CH3:23])[CH:13]=[CH:12][N:11]=2)=[N:27]/[OH:28])[CH:7]=1. The yield is 0.870.